Dataset: Forward reaction prediction with 1.9M reactions from USPTO patents (1976-2016). Task: Predict the product of the given reaction. (1) Given the reactants [CH2:1]([C:3]1[N:4]([CH2:9][CH2:10][NH2:11])[CH:5]=[C:6]([I:8])[N:7]=1)[CH3:2].[CH:12]1([CH:15]=O)[CH2:14][CH2:13]1, predict the reaction product. The product is: [CH:12]1([CH2:15][NH:11][CH2:10][CH2:9][N:4]2[CH:5]=[C:6]([I:8])[N:7]=[C:3]2[CH2:1][CH3:2])[CH2:14][CH2:13]1. (2) Given the reactants N#N.[F:3][C:4]1[C:12]2[N:11]=[C:10]([C@H:13]([NH:23]C(=O)OC(C)(C)C)[CH2:14][C:15]3[CH:20]=[CH:19][C:18]([O:21][CH3:22])=[CH:17][CH:16]=3)[NH:9][C:8]=2[CH:7]=[CH:6][CH:5]=1.[ClH:31], predict the reaction product. The product is: [ClH:31].[ClH:31].[F:3][C:4]1[C:12]2[N:11]=[C:10]([C@H:13]([NH2:23])[CH2:14][C:15]3[CH:20]=[CH:19][C:18]([O:21][CH3:22])=[CH:17][CH:16]=3)[NH:9][C:8]=2[CH:7]=[CH:6][CH:5]=1. (3) Given the reactants [CH3:1][O:2][C:3]1[CH:12]=[C:11]2[C:6]([CH:7]=[CH:8][C:9](=[O:47])[N:10]2[CH2:13][CH:14]([NH:34]S(C2C=CC=CC=2[N+]([O-])=O)(=O)=O)[C@H:15]2[CH2:20][CH2:19][C@H:18]([NH:21][CH2:22][C:23]3[CH:24]=[CH:25][C:26]4[O:27][CH2:28][C:29](=[O:33])[NH:30][C:31]=4[N:32]=3)[CH2:17][CH2:16]2)=[N:5][CH:4]=1.C1(S)C=CC=CC=1.C(=O)([O-])[O-].[K+].[K+], predict the reaction product. The product is: [NH2:34][CH:14]([C@H:15]1[CH2:20][CH2:19][C@H:18]([NH:21][CH2:22][C:23]2[CH:24]=[CH:25][C:26]3[O:27][CH2:28][C:29](=[O:33])[NH:30][C:31]=3[N:32]=2)[CH2:17][CH2:16]1)[CH2:13][N:10]1[C:11]2[C:6](=[N:5][CH:4]=[C:3]([O:2][CH3:1])[CH:12]=2)[CH:7]=[CH:8][C:9]1=[O:47]. (4) Given the reactants N1[C:14]2[C:5](=[CH:6][CH:7]=[C:8]3[C:13]=2N=CC=[CH:9]3)C=CC=1.[C:15]([O-:18])([O-])=O.[Cs+].[Cs+].I[C:22]1[CH:27]=CC=C[C:23]=1C, predict the reaction product. The product is: [CH2:15]([O:18][C:13]1[CH:14]=[CH:5][CH:6]=[CH:7][C:8]=1[CH3:9])[CH2:23][CH2:22][CH3:27]. (5) Given the reactants [CH3:1][O:2][CH:3]([O:10][CH3:11])[CH2:4][N:5]([CH3:9])[C:6]([NH2:8])=[O:7].[C:12]([C:16]1[CH:21]=[C:20](Cl)[N:19]=[CH:18][N:17]=1)([CH3:15])([CH3:14])[CH3:13].C1(P(C2C=CC=CC=2)C2C3OC4C(=CC=CC=4P(C4C=CC=CC=4)C4C=CC=CC=4)C(C)(C)C=3C=CC=2)C=CC=CC=1.C([O-])([O-])=O.[Cs+].[Cs+], predict the reaction product. The product is: [C:12]([C:16]1[N:17]=[CH:18][N:19]=[C:20]([NH:8][C:6](=[O:7])[N:5]([CH2:4][CH:3]([O:10][CH3:11])[O:2][CH3:1])[CH3:9])[CH:21]=1)([CH3:15])([CH3:14])[CH3:13]. (6) Given the reactants [CH3:1][C:2]1[CH:7]=[C:6]([CH3:8])[CH:5]=[C:4]([CH3:9])[N:3]=1.C([O-])(=O)C.[Na+].[N+:15]([C:18]1[CH:27]=[CH:26][C:21](/[CH:22]=[CH:23]/[CH:24]=O)=[CH:20][CH:19]=1)([O-:17])=[O:16], predict the reaction product. The product is: [CH3:1][C:2]1[CH:7]=[C:6]([CH3:8])[CH:5]=[C:4]([CH:9]=[CH:24][CH:23]=[CH:22][C:21]2[CH:26]=[CH:27][C:18]([N+:15]([O-:17])=[O:16])=[CH:19][CH:20]=2)[N:3]=1. (7) Given the reactants [CH3:1][O:2][C:3]1[CH:8]=[CH:7][C:6]([C:9]2[N:13]([CH2:14][C:15]3[CH:23]=[CH:22][C:18]([C:19](O)=[O:20])=[CH:17][CH:16]=3)[N:12]=[CH:11][CH:10]=2)=[CH:5][C:4]=1[O:24][C@@H:25]1[CH2:29][CH2:28][O:27][CH2:26]1.Cl.CN(C)CCCN=C=NCC.[CH3:42][O:43][C:44]1[CH:49]=[CH:48][C:47]([S:50]([NH2:53])(=[O:52])=[O:51])=[CH:46][CH:45]=1.C([O-])(O)=O.[Na+], predict the reaction product. The product is: [CH3:42][O:43][C:44]1[CH:45]=[CH:46][C:47]([S:50]([NH:53][C:19](=[O:20])[C:18]2[CH:17]=[CH:16][C:15]([CH2:14][N:13]3[C:9]([C:6]4[CH:7]=[CH:8][C:3]([O:2][CH3:1])=[C:4]([O:24][C@@H:25]5[CH2:29][CH2:28][O:27][CH2:26]5)[CH:5]=4)=[CH:10][CH:11]=[N:12]3)=[CH:23][CH:22]=2)(=[O:52])=[O:51])=[CH:48][CH:49]=1. (8) Given the reactants [CH3:1][O:2][CH2:3][C@@H:4]([O:6][C:7]1[CH:8]=[C:9]([CH:14]=[C:15]([O:17]CC2C=CC=CC=2C)[CH:16]=1)[C:10]([O:12][CH3:13])=[O:11])[CH3:5], predict the reaction product. The product is: [OH:17][C:15]1[CH:14]=[C:9]([CH:8]=[C:7]([O:6][C@@H:4]([CH3:5])[CH2:3][O:2][CH3:1])[CH:16]=1)[C:10]([O:12][CH3:13])=[O:11]. (9) Given the reactants [CH:1]1([C:4](=O)[CH2:5][C:6]([O:8][CH3:9])=[O:7])[CH2:3][CH2:2]1.CS(O)(=O)=O.[NH2:16][C:17]1[CH:31]=[CH:30][CH:29]=[CH:28][C:18]=1[C:19]([C:21]1[CH:26]=[CH:25][C:24]([F:27])=[CH:23][CH:22]=1)=O, predict the reaction product. The product is: [CH:1]1([C:4]2[C:5]([C:6]([O:8][CH3:9])=[O:7])=[C:19]([C:21]3[CH:26]=[CH:25][C:24]([F:27])=[CH:23][CH:22]=3)[C:18]3[C:17](=[CH:31][CH:30]=[CH:29][CH:28]=3)[N:16]=2)[CH2:3][CH2:2]1.